From a dataset of Full USPTO retrosynthesis dataset with 1.9M reactions from patents (1976-2016). Predict the reactants needed to synthesize the given product. (1) Given the product [CH2:33]([O:32][C:30]([C:28]1[CH:29]=[N:25][N:26]([C:2]2[NH:6][C:5]3[CH:13]=[C:14]([Cl:24])[C:15]([O:17][C:18]4[CH:19]=[CH:20][CH:21]=[CH:22][CH:23]=4)=[CH:16][C:4]=3[N:3]=2)[CH:27]=1)=[O:31])[CH3:34], predict the reactants needed to synthesize it. The reactants are: Cl[C:2]1[N:6](COCCOC)[C:5]2[CH:13]=[C:14]([Cl:24])[C:15]([O:17][C:18]3[CH:23]=[CH:22][CH:21]=[CH:20][CH:19]=3)=[CH:16][C:4]=2[N:3]=1.[NH:25]1[CH:29]=[C:28]([C:30]([O:32][CH2:33][CH3:34])=[O:31])[CH:27]=[N:26]1.C(=O)([O-])[O-].[Cs+].[Cs+].Cl. (2) Given the product [CH2:1]([N:8]1[CH2:13][CH2:12][CH:11]([N:14]2[C:15]3[CH:20]=[CH:19][C:18]([F:21])=[CH:17][C:16]=3[N:22]=[C:23]2[CH2:24][CH3:25])[CH2:10][CH2:9]1)[C:2]1[CH:7]=[CH:6][CH:5]=[CH:4][CH:3]=1, predict the reactants needed to synthesize it. The reactants are: [CH2:1]([N:8]1[CH2:13][CH2:12][CH:11]([NH:14][C:15]2[CH:20]=[CH:19][C:18]([F:21])=[CH:17][C:16]=2[NH:22][C:23](=O)[CH2:24][CH3:25])[CH2:10][CH2:9]1)[C:2]1[CH:7]=[CH:6][CH:5]=[CH:4][CH:3]=1.O.C([O-])([O-])=O.[K+].[K+]. (3) Given the product [CH3:18][C:19]1[NH:20][C:21]([CH3:24])=[CH:22][C:23]=1[Zr:5]([C:23]1[CH:22]=[C:21]([CH3:24])[NH:20][C:19]=1[CH3:18])([N:10]([CH2:11][CH3:12])[CH3:13])[N:14]([CH3:17])[CH2:15][CH3:16], predict the reactants needed to synthesize it. The reactants are: C(N([Zr:5]([N:14]([CH3:17])[CH2:15][CH3:16])([N:10]([CH3:13])[CH2:11][CH3:12])N(C)CC)C)C.[CH3:18][C:19]1[NH:20][C:21]([CH3:24])=[CH:22][CH:23]=1. (4) The reactants are: N[C:2]1[C:7]([CH3:8])=[CH:6][CH:5]=[CH:4][C:3]=1[S:9][C:10]1[C:11]([O:28][CH2:29][CH2:30][CH2:31][CH2:32][CH2:33][CH2:34][CH2:35][CH3:36])=[CH:12][C:13]2[C:26]3[CH:25]=[CH:24][CH:23]=[CH:22][C:21]=3C(=O)[C:19]3[C:14]=2[C:15]=1[CH:16]=[CH:17][CH:18]=3.CN([CH:40]=[O:41])C.Cl.N([O-])=O.[Na+]. Given the product [CH2:29]([O:28][C:11]1[CH:12]=[C:13]2[C:26]3[C:25](=[CH:24][CH:23]=[CH:22][CH:21]=3)[C:40](=[O:41])[C:19]3[CH:18]=[CH:17][C:16]4[C:2]5[C:3]([S:9][C:10]=1[C:15]=4[C:14]2=3)=[CH:4][CH:5]=[CH:6][C:7]=5[CH3:8])[CH2:30][CH2:31][CH2:32][CH2:33][CH2:34][CH2:35][CH3:36], predict the reactants needed to synthesize it. (5) Given the product [OH:1][CH:2]1[O:10][C@H:9]([CH2:11][OH:12])[C@@H:7]([OH:8])[C@H:5]([OH:6])[C@@H:3]1[NH2:4], predict the reactants needed to synthesize it. The reactants are: [OH:1][CH:2]1[O:10][C@H:9]([CH2:11][OH:12])[C@@H:7]([OH:8])[C@H:5]([OH:6])[C@H:3]1[NH2:4].OCC([C@H]([C@@H]([C@@H](CO)O)O)O)=O.N.[NH4+].